Dataset: Peptide-MHC class I binding affinity with 185,985 pairs from IEDB/IMGT. Task: Regression. Given a peptide amino acid sequence and an MHC pseudo amino acid sequence, predict their binding affinity value. This is MHC class I binding data. (1) The peptide sequence is LVKSGLTEV. The MHC is HLA-A68:02 with pseudo-sequence HLA-A68:02. The binding affinity (normalized) is 0.424. (2) The peptide sequence is DTGKKELAL. The MHC is HLA-A02:06 with pseudo-sequence HLA-A02:06. The binding affinity (normalized) is 0.116. (3) The peptide sequence is YQCGHYTHI. The MHC is HLA-A26:01 with pseudo-sequence HLA-A26:01. The binding affinity (normalized) is 0.123. (4) The peptide sequence is LFYTFAISY. The MHC is HLA-A03:01 with pseudo-sequence HLA-A03:01. The binding affinity (normalized) is 0.00296. (5) The peptide sequence is SLMAFTASI. The MHC is HLA-A68:02 with pseudo-sequence HLA-A68:02. The binding affinity (normalized) is 0.478. (6) The peptide sequence is ILYKRETTR. The MHC is HLA-A02:02 with pseudo-sequence HLA-A02:02. The binding affinity (normalized) is 0.0588. (7) The peptide sequence is TFFIFNKLVK. The MHC is HLA-A31:01 with pseudo-sequence HLA-A31:01. The binding affinity (normalized) is 0.321.